Dataset: Forward reaction prediction with 1.9M reactions from USPTO patents (1976-2016). Task: Predict the product of the given reaction. Given the reactants [Cl:1][C:2]1[C:9]([O:10][CH3:11])=[C:8]([O:12][CH3:13])[CH:7]=[C:6]([N+:14]([O-:16])=[O:15])[C:3]=1[CH:4]=[O:5].[O-:17][Mn](=O)(=O)=O.[K+], predict the reaction product. The product is: [Cl:1][C:2]1[C:9]([O:10][CH3:11])=[C:8]([O:12][CH3:13])[CH:7]=[C:6]([N+:14]([O-:16])=[O:15])[C:3]=1[C:4]([OH:17])=[O:5].